From a dataset of Retrosynthesis with 50K atom-mapped reactions and 10 reaction types from USPTO. Predict the reactants needed to synthesize the given product. (1) Given the product CC(C)(C)OC(=O)NCc1cc(Br)ccc1F, predict the reactants needed to synthesize it. The reactants are: CC(C)(C)OC(=O)OC(=O)OC(C)(C)C.NCc1cc(Br)ccc1F. (2) Given the product O=C1CCc2ccc(OCCCCN3CCN(c4cccc5sccc45)CC3)cc2N1C(=O)C1CCCCC1, predict the reactants needed to synthesize it. The reactants are: O=C(Cl)C1CCCCC1.O=C1CCc2ccc(OCCCCN3CCN(c4cccc5sccc45)CC3)cc2N1. (3) Given the product CCN1CCN(c2nc(-c3ccc(OCC(C)O)cc3)cc3ccccc23)CC1, predict the reactants needed to synthesize it. The reactants are: CCN1CCN(c2nc(-c3ccc(OC[C@@H](C)O[Si](C)(C)C(C)(C)C)cc3)cc3ccccc23)CC1. (4) The reactants are: CCOC(=O)CCC(=O)N1CC(Oc2ccccc2C(C)(C)C)C1. Given the product CC(C)(C)c1ccccc1OC1CN(C(=O)CCC(=O)O)C1, predict the reactants needed to synthesize it.